This data is from Retrosynthesis with 50K atom-mapped reactions and 10 reaction types from USPTO. The task is: Predict the reactants needed to synthesize the given product. (1) Given the product COC(=O)c1ccc(-c2cn3c(-c4ccc(C#N)cc4)cnc3cn2)cn1, predict the reactants needed to synthesize it. The reactants are: COC(=O)c1ccc(B2OC(C)(C)C(C)(C)O2)cn1.N#Cc1ccc(-c2cnc3cnc(Br)cn23)cc1. (2) Given the product CC[C@H]1C(=O)N(CC)c2cc(F)ccc2N1S(=O)(=O)c1ccc(O)cc1, predict the reactants needed to synthesize it. The reactants are: CC[C@H]1C(=O)N(CC)c2cc(F)ccc2N1S(=O)(=O)c1ccc(OC)cc1. (3) Given the product C[C@@H](Cn1ccc(-c2ccc(C#N)c(Cl)c2)n1)NC(=O)c1cn2cccnc2n1, predict the reactants needed to synthesize it. The reactants are: C[C@H](N)Cn1ccc(-c2ccc(C#N)c(Cl)c2)n1.O=C(O)c1cn2cccnc2n1. (4) Given the product O=C(c1ccc(Br)cc1)C1CCNCC1, predict the reactants needed to synthesize it. The reactants are: O=C(c1ccc(Br)cc1)C1CCN(C(=O)C(F)(F)F)CC1. (5) Given the product CS(=O)(=O)c1ccc(-c2cnn(CC(F)(F)F)c(=O)c2-c2cc(Cl)cc(Cl)c2)cc1, predict the reactants needed to synthesize it. The reactants are: CS(=O)(=O)c1ccc(-c2cnn(CC(F)(F)F)c(=O)c2Cl)cc1.OB(O)c1cc(Cl)cc(Cl)c1. (6) Given the product CNC(C)C(=O)NC(C(=O)N1CCC2NCCC21)C1CCCCC1, predict the reactants needed to synthesize it. The reactants are: CNC(C)C(=O)NC(C(=O)N1CCC2C1CCN2C(=O)OCc1ccccc1)C1CCCCC1. (7) Given the product CCCN(CCC)CCCCN(CCC(=O)O)Cc1ccc(CN(Cc2ncc[nH]2)Cc2nccn2C)cc1, predict the reactants needed to synthesize it. The reactants are: CCCN(CCC)CCCCN(CCC(=O)OC)Cc1ccc(CN(Cc2ncc[nH]2)Cc2nccn2C)cc1. (8) Given the product C=CCCC[C@H]1CC[C@H](C(=O)Oc2ccc(OCC)cc2)CC1, predict the reactants needed to synthesize it. The reactants are: C=CCCC[C@H]1CC[C@H](C(=O)O)CC1.CCOc1ccc(O)cc1.